Dataset: HIV replication inhibition screening data with 41,000+ compounds from the AIDS Antiviral Screen. Task: Binary Classification. Given a drug SMILES string, predict its activity (active/inactive) in a high-throughput screening assay against a specified biological target. (1) The drug is O=c1c(SSc2coc3cc(F)ccc3c2=O)coc2cc(F)ccc12. The result is 0 (inactive). (2) The drug is CC(C)=CC1CC(C)C2(CCC3(C)CC4C5C(=CCC32)C(=O)OC5CC4(C)O)O1. The result is 0 (inactive). (3) The molecule is O=[N+]([O-])c1cc(Cl)ccc1S(=O)(=O)c1ccc(Cl)cc1[N+](=O)[O-]. The result is 0 (inactive). (4) The molecule is O=C1OCCN1N1C(=O)CC2(CCN(Cc3ccccc3)CC2)C1=O. The result is 0 (inactive).